Dataset: Orexin1 receptor HTS with 218,158 compounds and 233 confirmed actives. Task: Binary Classification. Given a drug SMILES string, predict its activity (active/inactive) in a high-throughput screening assay against a specified biological target. (1) The drug is Clc1cn2c(NCCOC)c(nc2cc1)c1ccc(O)cc1. The result is 0 (inactive). (2) The molecule is Clc1c2c(sc1C(=O)NCC(=O)N(CC(=O)Nc1cc(OC)ccc1)C)cccc2. The result is 0 (inactive). (3) The compound is O(c1cc(C(=O)c2cn(nc2)c2ncccc2)c(O)cc1)C. The result is 0 (inactive). (4) The molecule is s1c(ccc1C(=O)N\N=C\c1ccncc1)C. The result is 0 (inactive). (5) The compound is S(Cc1cc(ccc1)C(F)(F)F)c1n(N)c(nn1)c1occc1. The result is 0 (inactive). (6) The result is 0 (inactive). The molecule is Fc1ccc(NC(=O)CN2CCN(CC(=O)NCC3(N4CCOCC4)CCCCC3)CC2)cc1. (7) The drug is s1c(c(n2c(ccc2C)C)cc1)c1[nH]n2c(nc(cc2=O)C)c1. The result is 1 (active). (8) The molecule is O=C1CC(CC(NCc2cc3OCOc3cc2)=C1)c1ccccc1. The result is 0 (inactive). (9) The result is 0 (inactive). The drug is O1CCN(CCCNC(=O)C(/NC(=O)c2cc(OC)c(OC)cc2)=C/c2c3c(n(c2)C)cccc3)CC1. (10) The compound is Clc1c(NN\C=C(/C(=O)NC(OCC)=O)C#N)ncc(c1)C(F)(F)F. The result is 0 (inactive).